Task: Predict the product of the given reaction.. Dataset: Forward reaction prediction with 1.9M reactions from USPTO patents (1976-2016) (1) Given the reactants [CH3:1][C:2]1[N:11]([CH:12]2[CH2:17][CH2:16][C:15](=[O:18])[NH:14][C:13]2=[O:19])[C:10](=[O:20])[C:9]2[C:4](=[CH:5][C:6]([N+:21]([O-])=O)=[CH:7][CH:8]=2)[N:3]=1, predict the reaction product. The product is: [NH2:21][C:6]1[CH:5]=[C:4]2[C:9]([C:10](=[O:20])[N:11]([CH:12]3[CH2:17][CH2:16][C:15](=[O:18])[NH:14][C:13]3=[O:19])[C:2]([CH3:1])=[N:3]2)=[CH:8][CH:7]=1. (2) Given the reactants [CH3:1][C:2]1[C:6]([CH2:7][O:8][C:9]2[CH:14]=[CH:13][C:12]([S:15]([N:18]([C:23]3[CH:28]=[CH:27][C:26]([OH:29])=[CH:25][C:24]=3[CH3:30])[CH2:19][CH:20]([CH3:22])[CH3:21])(=[O:17])=[O:16])=[CH:11][CH:10]=2)=[C:5]([CH3:31])[O:4][N:3]=1.CC(OC(/N=N/C(OC(C)C)=O)=O)C.C1(P(C2C=CC=CC=2)C2C=CC=CC=2)C=CC=CC=1.[O:65]1[CH2:70][CH2:69][CH2:68][CH2:67][CH:66]1[O:71][CH2:72][CH2:73]O, predict the reaction product. The product is: [CH3:1][C:2]1[C:6]([CH2:7][O:8][C:9]2[CH:14]=[CH:13][C:12]([S:15]([N:18]([CH2:19][CH:20]([CH3:22])[CH3:21])[C:23]3[CH:28]=[CH:27][C:26]([O:29][CH2:73][CH2:72][O:71][CH:66]4[CH2:67][CH2:68][CH2:69][CH2:70][O:65]4)=[CH:25][C:24]=3[CH3:30])(=[O:17])=[O:16])=[CH:11][CH:10]=2)=[C:5]([CH3:31])[O:4][N:3]=1. (3) Given the reactants [O:1]1[C:5]2[C:6]([C:10]([NH2:12])=O)=[CH:7][CH:8]=[CH:9][C:4]=2[CH2:3][CH2:2]1.[BH4-].[Na+].II.CO, predict the reaction product. The product is: [O:1]1[C:5]2[C:6]([CH2:10][NH2:12])=[CH:7][CH:8]=[CH:9][C:4]=2[CH2:3][CH2:2]1. (4) Given the reactants [Cl:1][C:2]1[N:7]=[CH:6][C:5]([C:8]2([C:12]([OH:14])=O)[CH2:11][CH2:10][CH2:9]2)=[CH:4][CH:3]=1.C[N:16](C(ON1N=NC2C=CC=NC1=2)=[N+](C)C)C.F[P-](F)(F)(F)(F)F.C(N(C(C)C)CC)(C)C.[Cl-].[NH4+].C(=O)([O-])O.[Na+], predict the reaction product. The product is: [Cl:1][C:2]1[N:7]=[CH:6][C:5]([C:8]2([C:12]([NH2:16])=[O:14])[CH2:11][CH2:10][CH2:9]2)=[CH:4][CH:3]=1. (5) Given the reactants [CH3:1][O:2][C:3]1[N:8]=[N:7][C:6]([N:9]2[C:13]([C:14]3[CH:19]=[CH:18][CH:17]=[CH:16][N:15]=3)=[CH:12][C:11]([C:20]([OH:22])=O)=[N:10]2)=[CH:5][CH:4]=1.[C:23]([NH:27][CH3:28])([CH3:26])([CH3:25])[CH3:24], predict the reaction product. The product is: [CH3:28][N:27]([C:23]([CH3:26])([CH3:25])[CH3:24])[C:20]([C:11]1[CH:12]=[C:13]([C:14]2[CH:19]=[CH:18][CH:17]=[CH:16][N:15]=2)[N:9]([C:6]2[N:7]=[N:8][C:3]([O:2][CH3:1])=[CH:4][CH:5]=2)[N:10]=1)=[O:22].